Task: Predict the reactants needed to synthesize the given product.. Dataset: Full USPTO retrosynthesis dataset with 1.9M reactions from patents (1976-2016) (1) Given the product [C:70]1([CH2:69][C@@H:64]([NH:63][C:27]([C:6]2[CH:5]=[C:4]([CH2:1][CH2:2][CH3:3])[N:8]([CH2:9][C:10]3[CH:11]=[CH:12][C:30]([C:31]4[CH:54]=[CH:53][CH:52]=[CH:58][C:32]=4[C:33]4[NH:36][N:37]=[N:38][N:34]=4)=[CH:35][CH:15]=3)[N:7]=2)=[O:29])[CH2:65][C:66]([OH:68])=[O:67])[CH:75]=[CH:74][CH:73]=[CH:72][CH:71]=1, predict the reactants needed to synthesize it. The reactants are: [CH2:1]([C:4]1[N:8]([CH2:9][C:10]2[CH:15]=CC(C3C=CC=CC=3C3NN=NN=3)=[CH:12][CH:11]=2)[N:7]=[C:6]([C:27]([OH:29])=O)[CH:5]=1)[CH2:2][CH3:3].[CH:30]1[CH:35]=[N:34][C:33]2[N:36](O)[N:37]=[N:38][C:32]=2[CH:31]=1.CCN=C=NCCCN(C)C.N1C(C)=C[CH:54]=[CH:53][C:52]=1[CH3:58].C(Cl)Cl.Cl.[NH2:63][C@H:64]([CH2:69][C:70]1[CH:75]=[CH:74][CH:73]=[CH:72][CH:71]=1)[CH2:65][C:66]([OH:68])=[O:67]. (2) Given the product [F:1][C:2]1[C:10]([OH:11])=[C:9]2[C:5]([CH:6]=[C:7]([C:16]([OH:18])=[O:17])[NH:8]2)=[CH:4][C:3]=1[O:21][C:22]1[CH:23]=[N:24][C:25]([S:28]([CH3:31])(=[O:29])=[O:30])=[CH:26][CH:27]=1, predict the reactants needed to synthesize it. The reactants are: [F:1][C:2]1[C:10]([O:11]S(C)(=O)=O)=[C:9]2[C:5]([CH:6]=[C:7]([C:16]([O:18]CC)=[O:17])[NH:8]2)=[CH:4][C:3]=1[O:21][C:22]1[CH:23]=[N:24][C:25]([S:28]([CH3:31])(=[O:30])=[O:29])=[CH:26][CH:27]=1.O1CCCC1.CO.[OH-].[K+]. (3) Given the product [N+:8]([C:5]1[CH:6]=[CH:7][C:2]([O:1][C:18](=[O:27])[N:19]([CH3:26])[C:20]2[CH:25]=[CH:24][CH:23]=[CH:22][CH:21]=2)=[N:3][CH:4]=1)([O-:10])=[O:9], predict the reactants needed to synthesize it. The reactants are: [OH:1][C:2]1[CH:7]=[CH:6][C:5]([N+:8]([O-:10])=[O:9])=[CH:4][N:3]=1.[I-].C[N+]1C=CN([C:18](=[O:27])[N:19]([CH3:26])[C:20]2[CH:25]=[CH:24][CH:23]=[CH:22][CH:21]=2)C=1.C(N(CC)CC)C.